Dataset: Forward reaction prediction with 1.9M reactions from USPTO patents (1976-2016). Task: Predict the product of the given reaction. (1) Given the reactants I[C:2]1[CH:7]=[CH:6][CH:5]=[CH:4][C:3]=1[N+:8]([O-:10])=[O:9].[CH3:11][Si:12]([C:15]#[CH:16])([CH3:14])[CH3:13], predict the reaction product. The product is: [CH3:11][Si:12]([CH3:14])([CH3:13])[C:15]#[C:16][C:2]1[CH:7]=[CH:6][CH:5]=[CH:4][C:3]=1[N+:8]([O-:10])=[O:9]. (2) The product is: [CH3:9][O:11][CH2:12][CH2:14][CH2:27][N:26]1[C:57]2[CH:58]=[CH:59][CH:60]=[CH:61][C:56]=2[O:62][CH:24]([CH2:40][O:39][CH:24]2[CH:23]([C:20]3[CH:19]=[CH:18][C:17]([CH2:16][O:15][C:76]4[CH:77]=[CH:78][CH:79]=[CH:80][CH:81]=4)=[CH:22][CH:21]=3)[CH2:28][CH2:27][N:26]([C:29]([O:31][CH2:32][C:33]3[CH:34]=[CH:35][CH:36]=[CH:37][CH:38]=3)=[O:30])[CH2:25]2)[CH2:25]1. Given the reactants N([C:9]([O:11][CH:12]([CH3:14])C)=O)=N[C:9]([O:11][CH:12](C)[CH3:14])=O.[OH:15][CH2:16][C:17]1[CH:22]=[CH:21][C:20]([CH:23]2[CH2:28][CH2:27][N:26]([C:29]([O:31][CH2:32][C:33]3[CH:38]=[CH:37][CH:36]=[CH:35][CH:34]=3)=[O:30])[CH2:25][CH:24]2[O:39][CH2:40]C2C=CC3OCCN(CCCOC)C=3C=2)=[CH:19][CH:18]=1.[C:56]1([OH:62])[CH:61]=[CH:60][CH:59]=[CH:58][CH:57]=1.[C:76]1(P([C:76]2[CH:81]=[CH:80][CH:79]=[CH:78][CH:77]=2)[C:76]2[CH:81]=[CH:80][CH:79]=[CH:78][CH:77]=2)[CH:81]=[CH:80][CH:79]=[CH:78][CH:77]=1, predict the reaction product. (3) Given the reactants [Cl:1][C:2]1[CH:3]=[CH:4][C:5]2[N:11]([CH2:12][C:13]([CH3:17])([CH3:16])[CH2:14][OH:15])[C:10](=[O:18])[C@@H:9]([CH2:19][C:20]([NH:22][CH2:23][C:24]3[CH:32]=[CH:31][C:27]([C:28]([OH:30])=[O:29])=[CH:26][CH:25]=3)=[O:21])[O:8][C@H:7]([C:33]3[CH:38]=[CH:37][CH:36]=[C:35]([O:39][CH3:40])[C:34]=3[O:41][CH3:42])[C:6]=2[CH:43]=1.N1C=CC=CC=1.[C:50](OCC)(=[O:52])[CH3:51].C(Cl)(=O)C, predict the reaction product. The product is: [C:50]([O:15][CH2:14][C:13]([CH3:17])([CH3:16])[CH2:12][N:11]1[C:5]2[CH:4]=[CH:3][C:2]([Cl:1])=[CH:43][C:6]=2[C@@H:7]([C:33]2[CH:38]=[CH:37][CH:36]=[C:35]([O:39][CH3:40])[C:34]=2[O:41][CH3:42])[O:8][C@H:9]([CH2:19][C:20]([NH:22][CH2:23][C:24]2[CH:32]=[CH:31][C:27]([C:28]([OH:30])=[O:29])=[CH:26][CH:25]=2)=[O:21])[C:10]1=[O:18])(=[O:52])[CH3:51]. (4) The product is: [CH2:26]([S:30]([NH:33][C:23]([CH:20]1[CH2:21][CH2:22][N:17]([C:4]2[C:3]([C:1]#[N:2])=[CH:8][C:7]([C:9]([O:11][CH2:12][CH3:13])=[O:10])=[C:6]([CH:14]([F:15])[F:16])[N:5]=2)[CH2:18][CH2:19]1)=[O:24])(=[O:32])=[O:31])[CH2:27][CH2:28][CH3:29]. Given the reactants [C:1]([C:3]1[C:4]([N:17]2[CH2:22][CH2:21][CH:20]([C:23](O)=[O:24])[CH2:19][CH2:18]2)=[N:5][C:6]([CH:14]([F:16])[F:15])=[C:7]([C:9]([O:11][CH2:12][CH3:13])=[O:10])[CH:8]=1)#[N:2].[CH2:26]([S:30]([NH2:33])(=[O:32])=[O:31])[CH2:27][CH2:28][CH3:29], predict the reaction product. (5) Given the reactants [CH3:1][O:2][C:3]1[CH:4]=[C:5]2[C:10](=[CH:11][CH:12]=1)[N:9]=[CH:8][C:7]([C:13]#[N:14])=[C:6]2[CH:15]=[CH2:16].[CH2:17]1[CH:24]2[NH:25][CH:19]([CH2:20][C:21]([CH2:23]2)=[O:22])[CH2:18]1.Cl.CN(C)C(=N)N(C)C, predict the reaction product. The product is: [CH3:1][O:2][C:3]1[CH:4]=[C:5]2[C:10](=[CH:11][CH:12]=1)[N:9]=[CH:8][C:7]([C:13]#[N:14])=[C:6]2[CH2:15][CH2:16][N:25]1[CH:19]2[CH2:18][CH2:17][CH:24]1[CH2:23][C:21](=[O:22])[CH2:20]2. (6) The product is: [ClH:19].[CH2:1]([O:8][C:9]1[CH:18]=[C:17]2[C:12]([C:13]([NH:22][C:23]3[CH:31]=[C:30]4[C:26]([CH:27]=[CH:28][NH:29]4)=[CH:25][CH:24]=3)=[N:14][CH:15]=[N:16]2)=[CH:11][C:10]=1[O:20][CH3:21])[C:2]1[CH:7]=[CH:6][CH:5]=[CH:4][CH:3]=1. Given the reactants [CH2:1]([O:8][C:9]1[CH:18]=[C:17]2[C:12]([C:13]([Cl:19])=[N:14][CH:15]=[N:16]2)=[CH:11][C:10]=1[O:20][CH3:21])[C:2]1[CH:7]=[CH:6][CH:5]=[CH:4][CH:3]=1.[NH2:22][C:23]1[CH:31]=[C:30]2[C:26]([CH:27]=[CH:28][NH:29]2)=[CH:25][CH:24]=1, predict the reaction product. (7) Given the reactants CS[C:3]1[NH:8][C:7](=[O:9])[CH:6]=[C:5]([CH2:10][CH2:11][CH3:12])[N:4]=1.[NH2:13][C:14]1[CH:22]=[C:21]2[C:17]([CH:18]=[CH:19][NH:20]2)=[CH:16][CH:15]=1, predict the reaction product. The product is: [NH:20]1[C:21]2[C:17](=[CH:16][CH:15]=[C:14]([NH:13][C:3]3[NH:8][C:7](=[O:9])[CH:6]=[C:5]([CH2:10][CH2:11][CH3:12])[N:4]=3)[CH:22]=2)[CH:18]=[CH:19]1. (8) Given the reactants [Si:1]([O:8][CH2:9][C@H:10]([NH:14][CH2:15][CH2:16][C:17]1[CH:28]=[CH:27][C:20]([C:21]([O:23][CH:24]([CH3:26])[CH3:25])=[O:22])=[CH:19][CH:18]=1)[CH2:11][CH2:12][OH:13])([C:4]([CH3:7])([CH3:6])[CH3:5])([CH3:3])[CH3:2].N1C=CC=CC=1.[C:35](Cl)(Cl)=[O:36], predict the reaction product. The product is: [Si:1]([O:8][CH2:9][C@H:10]1[CH2:11][CH2:12][O:13][C:35](=[O:36])[N:14]1[CH2:15][CH2:16][C:17]1[CH:28]=[CH:27][C:20]([C:21]([O:23][CH:24]([CH3:25])[CH3:26])=[O:22])=[CH:19][CH:18]=1)([C:4]([CH3:6])([CH3:7])[CH3:5])([CH3:3])[CH3:2]. (9) Given the reactants [Br:1][C:2]1[CH:3]=[C:4]([N+:10]([O-])=O)[C:5]([C:8]#[N:9])=[N:6][CH:7]=1.O.[OH-].[NH4+].S(S([O-])=O)([O-])=[O:17].[Na+].[Na+], predict the reaction product. The product is: [NH2:10][C:4]1[C:5]([C:8]([NH2:9])=[O:17])=[N:6][CH:7]=[C:2]([Br:1])[CH:3]=1.